This data is from TCR-epitope binding with 47,182 pairs between 192 epitopes and 23,139 TCRs. The task is: Binary Classification. Given a T-cell receptor sequence (or CDR3 region) and an epitope sequence, predict whether binding occurs between them. (1) The epitope is AMFWSVPTV. The TCR CDR3 sequence is CASSLGGTGELFF. Result: 0 (the TCR does not bind to the epitope). (2) The epitope is LPPIVAKEI. The TCR CDR3 sequence is CASSLGLSSYNEQFF. Result: 0 (the TCR does not bind to the epitope). (3) The epitope is FVRATATIPI. The TCR CDR3 sequence is CASSVDNTGELFF. Result: 0 (the TCR does not bind to the epitope). (4) The epitope is FLNRFTTTL. The TCR CDR3 sequence is CASSEGDAQYF. Result: 1 (the TCR binds to the epitope). (5) The epitope is TPRVTGGGAM. The TCR CDR3 sequence is CASSNRDRGNYEQFF. Result: 1 (the TCR binds to the epitope). (6) The epitope is KLWAQCVQL. The TCR CDR3 sequence is CASRSGDTGWGEQYF. Result: 1 (the TCR binds to the epitope). (7) The epitope is FLLNKEMYL. The TCR CDR3 sequence is CASSAARNTGELFF. Result: 1 (the TCR binds to the epitope). (8) Result: 0 (the TCR does not bind to the epitope). The TCR CDR3 sequence is CASSLTRTGGDTQYF. The epitope is GLCTLVAML. (9) The epitope is TPRVTGGGAM. The TCR CDR3 sequence is CASGQKGLDTEAFF. Result: 1 (the TCR binds to the epitope). (10) The epitope is GTITSGWTF. The TCR CDR3 sequence is CASSFSGGPLHEQFF. Result: 0 (the TCR does not bind to the epitope).